Dataset: Catalyst prediction with 721,799 reactions and 888 catalyst types from USPTO. Task: Predict which catalyst facilitates the given reaction. (1) Reactant: Cl.[CH3:2][N:3]([CH3:34])[C:4]1([C:28]2[CH:33]=[CH:32][CH:31]=[CH:30][CH:29]=2)[CH2:9][CH2:8][C:7](=[CH:10][C:11]([NH:13][CH2:14][CH2:15][CH2:16][CH2:17][CH2:18][C:19]2[C:27]3[C:22](=[CH:23][CH:24]=[CH:25][CH:26]=3)[NH:21][CH:20]=2)=[O:12])[CH2:6][CH2:5]1. Product: [CH3:34][N:3]([CH3:2])[C:4]1([C:28]2[CH:29]=[CH:30][CH:31]=[CH:32][CH:33]=2)[CH2:9][CH2:8][CH:7]([CH2:10][C:11]([NH:13][CH2:14][CH2:15][CH2:16][CH2:17][CH2:18][C:19]2[C:27]3[C:22](=[CH:23][CH:24]=[CH:25][CH:26]=3)[NH:21][CH:20]=2)=[O:12])[CH2:6][CH2:5]1. The catalyst class is: 43. (2) Reactant: C([O:8][C:9]1[CH:14]=[CH:13][C:12]([N:15]2[C:19]([CH3:20])=[C:18]([C:21]([NH:23][C:24]3[CH:25]=[N:26][C:27]([F:30])=[CH:28][CH:29]=3)=[O:22])[N:17]=[C:16]2[C:31]2[CH:36]=[CH:35][C:34]([Cl:37])=[CH:33][C:32]=2[Cl:38])=[CH:11][CH:10]=1)C1C=CC=CC=1.C(O)C. Product: [Cl:38][C:32]1[CH:33]=[C:34]([Cl:37])[CH:35]=[CH:36][C:31]=1[C:16]1[N:15]([C:12]2[CH:11]=[CH:10][C:9]([OH:8])=[CH:14][CH:13]=2)[C:19]([CH3:20])=[C:18]([C:21]([NH:23][C:24]2[CH:25]=[N:26][C:27]([F:30])=[CH:28][CH:29]=2)=[O:22])[N:17]=1. The catalyst class is: 570.